From a dataset of Peptide-MHC class II binding affinity with 134,281 pairs from IEDB. Regression. Given a peptide amino acid sequence and an MHC pseudo amino acid sequence, predict their binding affinity value. This is MHC class II binding data. (1) The peptide sequence is MSWQTYVDEHLMCEI. The MHC is DRB3_0202 with pseudo-sequence DRB3_0202. The binding affinity (normalized) is 0.0897. (2) The peptide sequence is WFINWYLPISQLFYN. The MHC is HLA-DQA10301-DQB10302 with pseudo-sequence HLA-DQA10301-DQB10302. The binding affinity (normalized) is 0.219. (3) The binding affinity (normalized) is 0.471. The MHC is HLA-DQA10501-DQB10201 with pseudo-sequence HLA-DQA10501-DQB10201. The peptide sequence is LVSKLYEVVPGILTE. (4) The peptide sequence is IGLVTQTINDFYFVI. The MHC is DRB1_0101 with pseudo-sequence DRB1_0101. The binding affinity (normalized) is 0. (5) The peptide sequence is QAVELTARLNSLGEA. The MHC is DRB1_1501 with pseudo-sequence DRB1_1501. The binding affinity (normalized) is 0.189.